Dataset: Forward reaction prediction with 1.9M reactions from USPTO patents (1976-2016). Task: Predict the product of the given reaction. (1) The product is: [CH3:23][C:21]([CH3:24])([S@@:19]([NH:18][C@:10]([C:11]1[CH:16]=[CH:15][CH:14]=[CH:13][C:12]=1[F:17])([CH:9]([F:25])[F:8])[CH2:2][C:3]([O:5][CH2:6][CH3:7])=[O:4])=[O:20])[CH3:22]. Given the reactants Br[CH2:2][C:3]([O:5][CH2:6][CH3:7])=[O:4].[F:8][CH:9]([F:25])/[C:10](=[N:18]\[S@:19]([C:21]([CH3:24])([CH3:23])[CH3:22])=[O:20])/[C:11]1[CH:16]=[CH:15][CH:14]=[CH:13][C:12]=1[F:17], predict the reaction product. (2) The product is: [CH2:37]([O:36][CH2:35][C@H:17]([NH:16][C:13](=[O:15])[CH2:12][N:9]1[CH2:8][CH2:7][CH:6]([C:4]([O:3][CH3:2])=[O:5])[CH2:11][CH2:10]1)[C:18]([NH:20][C:21]1[CH:26]=[CH:25][C:24]([O:27][C:28]2[CH:33]=[CH:32][C:31]([F:34])=[CH:30][CH:29]=2)=[CH:23][CH:22]=1)=[O:19])[C:38]1[CH:43]=[CH:42][CH:41]=[CH:40][CH:39]=1. Given the reactants Cl.[CH3:2][O:3][C:4]([CH:6]1[CH2:11][CH2:10][N:9]([CH2:12][C:13]([OH:15])=O)[CH2:8][CH2:7]1)=[O:5].[NH2:16][C@@H:17]([CH2:35][O:36][CH2:37][C:38]1[CH:43]=[CH:42][CH:41]=[CH:40][CH:39]=1)[C:18]([NH:20][C:21]1[CH:26]=[CH:25][C:24]([O:27][C:28]2[CH:33]=[CH:32][C:31]([F:34])=[CH:30][CH:29]=2)=[CH:23][CH:22]=1)=[O:19], predict the reaction product. (3) The product is: [O:30]=[S:2]1(=[O:1])[CH2:7][CH2:6][N:5]([C:8]([C:10]2[N:11]([CH:34]([CH3:36])[CH3:35])[C:12]3[C:17]([CH:18]=2)=[CH:16][C:15]([C:19]([N:21]2[CH2:22][CH2:23][N:24]([CH:27]([CH3:28])[CH3:29])[CH2:25][CH2:26]2)=[O:20])=[CH:14][CH:13]=3)=[O:9])[CH2:4][CH2:3]1. Given the reactants [O:1]=[S:2]1(=[O:30])[CH2:7][CH2:6][N:5]([C:8]([C:10]2[NH:11][C:12]3[C:17]([CH:18]=2)=[CH:16][C:15]([C:19]([N:21]2[CH2:26][CH2:25][N:24]([CH:27]([CH3:29])[CH3:28])[CH2:23][CH2:22]2)=[O:20])=[CH:14][CH:13]=3)=[O:9])[CH2:4][CH2:3]1.[H-].[Na+].Br[CH:34]([CH3:36])[CH3:35], predict the reaction product. (4) Given the reactants C([Li])CCC.Br[C:7]1[CH:15]=[CH:14][CH:13]=[C:12]2[C:8]=1[CH2:9][CH2:10][C@H:11]2[O:16][C:17]1[CH:29]=[CH:28][C:20]2[C@H:21]([CH2:24][C:25]([OH:27])=[O:26])[CH2:22][O:23][C:19]=2[CH:18]=1.[F:30][C:31]([F:38])([F:37])[C:32](OCC)=[O:33].C(OCC)C, predict the reaction product. The product is: [F:30][C:31]([F:38])([F:37])[C:32]([C:7]1[CH:15]=[CH:14][CH:13]=[C:12]2[C:8]=1[CH2:9][CH2:10][C@H:11]2[O:16][C:17]1[CH:29]=[CH:28][C:20]2[C@H:21]([CH2:24][C:25]([OH:27])=[O:26])[CH2:22][O:23][C:19]=2[CH:18]=1)=[O:33]. (5) Given the reactants [NH2:1][CH2:2][C:3]1[C:12](=[O:13])[C:11]2[C:6](=[CH:7][C:8]([O:14][CH3:15])=[CH:9][CH:10]=2)[N:5]([C:16]2[CH:21]=[CH:20][CH:19]=[CH:18][CH:17]=2)[C:4]=1[C:22]([O:24][CH3:25])=[O:23].[F:26][C:27]1[CH:28]=[C:29]([CH:33]=[CH:34][C:35]=1[F:36])[C:30](Cl)=[O:31], predict the reaction product. The product is: [CH3:25][O:24][C:22]([C:4]1[N:5]([C:16]2[CH:17]=[CH:18][CH:19]=[CH:20][CH:21]=2)[C:6]2[C:11]([C:12](=[O:13])[C:3]=1[CH2:2][NH:1][C:30](=[O:31])[C:29]1[CH:33]=[CH:34][C:35]([F:36])=[C:27]([F:26])[CH:28]=1)=[CH:10][CH:9]=[C:8]([O:14][CH3:15])[CH:7]=2)=[O:23].